This data is from Reaction yield outcomes from USPTO patents with 853,638 reactions. The task is: Predict the reaction yield, written as a fraction of the theoretical maximum amount of product (1.0 means a 100% yield; for example, 0.34 means a 34% yield). (1) The catalyst is CN(C)C=O. The product is [Br:1][C:2]1[CH:3]=[CH:4][C:5]2[S:9][C:8](=[N:10][C:11](=[O:19])[C:12]3[CH:17]=[CH:16][C:15]([CH3:18])=[CH:14][CH:13]=3)[N:7]([CH:22]([CH2:27][CH3:28])[C:23]([O:25][CH3:26])=[O:24])[C:6]=2[CH:20]=1. The reactants are [Br:1][C:2]1[CH:3]=[CH:4][C:5]2[S:9][C:8]([NH:10][C:11](=[O:19])[C:12]3[CH:17]=[CH:16][C:15]([CH3:18])=[CH:14][CH:13]=3)=[N:7][C:6]=2[CH:20]=1.Br[CH:22]([CH2:27][CH3:28])[C:23]([O:25][CH3:26])=[O:24].C(=O)([O-])[O-].[K+].[K+]. The yield is 0.940. (2) The reactants are [C:1]([C:5]1[CH:9]=[C:8]([NH2:10])[N:7]([C:11]2[CH:16]=[CH:15][C:14]([CH3:17])=[CH:13][CH:12]=2)[N:6]=1)([CH3:4])([CH3:3])[CH3:2].C1N=CN([C:23](N2C=NC=C2)=[O:24])C=1.[NH2:30][C:31]1[C:40]2[C:35](=[CH:36][CH:37]=[CH:38][CH:39]=2)[C:34]([O:41][CH2:42][C:43]2[CH:48]=[CH:47][N:46]=[C:45]([NH2:49])[N:44]=2)=[CH:33][CH:32]=1. The catalyst is C(Cl)Cl. The product is [NH2:49][C:45]1[N:44]=[C:43]([CH2:42][O:41][C:34]2[C:35]3[C:40](=[CH:39][CH:38]=[CH:37][CH:36]=3)[C:31]([NH:30][C:23]([NH:10][C:8]3[N:7]([C:11]4[CH:12]=[CH:13][C:14]([CH3:17])=[CH:15][CH:16]=4)[N:6]=[C:5]([C:1]([CH3:4])([CH3:3])[CH3:2])[CH:9]=3)=[O:24])=[CH:32][CH:33]=2)[CH:48]=[CH:47][N:46]=1. The yield is 0.380. (3) The catalyst is O1CCOCC1.[OH-].[Na+]. The product is [CH2:30]([N:26]1[C:27]2[C:23](=[CH:22][C:21]([C:17]3[NH:16][C:15]4[N:14]([N:13]=[C:12]([CH2:32][CH2:33][CH3:34])[C:11]=4[C:9]4[O:10][N:5]=[C:6]([CH3:7])[N:8]=4)[C:19](=[O:20])[CH:18]=3)=[CH:29][CH:28]=2)[CH:24]=[N:25]1)[CH3:31]. The reactants are NO.Cl.C[N:5](C)/[C:6](=[N:8]/[C:9]([C:11]1[C:12]([CH2:32][CH2:33][CH3:34])=[N:13][N:14]2[C:19](=[O:20])[CH:18]=[C:17]([C:21]3[CH:22]=[C:23]4[C:27](=[CH:28][CH:29]=3)[N:26]([CH2:30][CH3:31])[N:25]=[CH:24]4)[NH:16][C:15]=12)=[O:10])/[CH3:7].CC(O)=O. The yield is 0.0900. (4) The reactants are [O:1]([C:8]1[CH:13]=[CH:12][C:11]([CH2:14][C:15](Cl)=[N:16][OH:17])=[CH:10][N:9]=1)[C:2]1[CH:7]=[CH:6][CH:5]=[CH:4][CH:3]=1.[C:19]([C:21]1[C:22]([NH2:28])=[N:23][C:24]([NH2:27])=[CH:25][CH:26]=1)#[CH:20].C(N(CC)CC)C. The catalyst is O1CCCC1. The product is [O:1]([C:8]1[N:9]=[CH:10][C:11]([CH2:14][C:15]2[CH:20]=[C:19]([C:21]3[C:22]([NH2:28])=[N:23][C:24]([NH2:27])=[CH:25][CH:26]=3)[O:17][N:16]=2)=[CH:12][CH:13]=1)[C:2]1[CH:7]=[CH:6][CH:5]=[CH:4][CH:3]=1. The yield is 0.970. (5) The reactants are [N:1]1([CH:7]2[CH2:12][CH2:11][CH:10]([N:13]3[C:18](=[O:19])[C:17]([CH2:20][C:21]4[CH:26]=[CH:25][C:24]([C:27]5[C:28]([C:33]#[N:34])=[CH:29][CH:30]=[CH:31][CH:32]=5)=[CH:23][CH:22]=4)=[C:16]([CH2:35][CH2:36][CH3:37])[N:15]4[N:38]=[CH:39][N:40]=[C:14]34)[CH2:9][CH2:8]2)[CH2:6][CH2:5][O:4][CH2:3][CH2:2]1.C([Sn](=O)CCCC)CCC.[N:51]([Si](C)(C)C)=[N+:52]=[N-:53].C1(C)C=CC=CC=1. The catalyst is C(OCC)(=O)C. The product is [N:1]1([CH:7]2[CH2:12][CH2:11][CH:10]([N:13]3[C:18](=[O:19])[C:17]([CH2:20][C:21]4[CH:26]=[CH:25][C:24]([C:27]5[CH:32]=[CH:31][CH:30]=[CH:29][C:28]=5[C:33]5[NH:53][N:52]=[N:51][N:34]=5)=[CH:23][CH:22]=4)=[C:16]([CH2:35][CH2:36][CH3:37])[N:15]4[N:38]=[CH:39][N:40]=[C:14]34)[CH2:9][CH2:8]2)[CH2:6][CH2:5][O:4][CH2:3][CH2:2]1. The yield is 0.230. (6) The reactants are S(=O)(=O)(O)O.[CH:6]1[C:14]2[C:13]3[CH:15]=[CH:16][CH:17]=[CH:18][C:12]=3[S:11][C:10]=2[C:9]([C:19]([C:27]2[CH:32]=[CH:31][CH:30]=[CH:29][CH:28]=2)([C:21]2[CH:26]=[CH:25][CH:24]=[CH:23][CH:22]=2)O)=[CH:8][CH:7]=1.[C:33]1([OH:39])[CH:38]=[CH:37][CH:36]=[CH:35][CH:34]=1. The catalyst is CCOCC. The product is [CH:6]1[C:14]2[C:13]3[CH:15]=[CH:16][CH:17]=[CH:18][C:12]=3[S:11][C:10]=2[C:9]([C:19]([C:27]2[CH:28]=[CH:29][CH:30]=[CH:31][CH:32]=2)([C:21]2[CH:22]=[CH:23][CH:24]=[CH:25][CH:26]=2)[C:36]2[CH:37]=[CH:38][C:33]([OH:39])=[CH:34][CH:35]=2)=[CH:8][CH:7]=1. The yield is 0.731. (7) The reactants are [F:1][C:2]1[CH:7]=[CH:6][C:5]([N:8]2[C:16]3[C:11](=[CH:12][CH:13]=[C:14]([CH2:17][CH2:18][CH2:19][C:20]([O:22]CC)=[O:21])[CH:15]=3)[CH:10]=[N:9]2)=[CH:4][CH:3]=1.[Li+].[OH-].O1CCOCC1.Cl. The catalyst is O. The product is [F:1][C:2]1[CH:3]=[CH:4][C:5]([N:8]2[C:16]3[C:11](=[CH:12][CH:13]=[C:14]([CH2:17][CH2:18][CH2:19][C:20]([OH:22])=[O:21])[CH:15]=3)[CH:10]=[N:9]2)=[CH:6][CH:7]=1. The yield is 0.970.